This data is from Catalyst prediction with 721,799 reactions and 888 catalyst types from USPTO. The task is: Predict which catalyst facilitates the given reaction. (1) Reactant: [CH3:1][C:2]1[CH:7]=[CH:6][C:5]([N+:8]([O-:10])=[O:9])=[CH:4][C:3]=1[NH:11][C:12](=[O:18])[O:13][C:14]([CH3:17])([CH3:16])[CH3:15].[C:19]([O-])([O-])=O.[Cs+].[Cs+].CI. Product: [CH3:19][N:11]([C:3]1[CH:4]=[C:5]([N+:8]([O-:10])=[O:9])[CH:6]=[CH:7][C:2]=1[CH3:1])[C:12](=[O:18])[O:13][C:14]([CH3:15])([CH3:17])[CH3:16]. The catalyst class is: 3. (2) Reactant: [C:1]([C:4]1[C:12]2[C:7](=[CH:8][C:9]([OH:13])=[CH:10][CH:11]=2)[N:6]([CH2:14][C:15]([N:17]2[CH2:21][C@H:20]([F:22])[CH2:19][C@H:18]2[C:23]([NH:25][CH2:26][C:27]2[CH:32]=[CH:31][CH:30]=[C:29]([Cl:33])[C:28]=2[F:34])=[O:24])=[O:16])[CH:5]=1)(=[O:3])[CH3:2].[C:35]([NH:39][S:40]([CH2:43]Cl)(=[O:42])=[O:41])([CH3:38])([CH3:37])[CH3:36].C([O-])([O-])=O.[Cs+].[Cs+]. Product: [C:1]([C:4]1[C:12]2[C:7](=[CH:8][C:9]([O:13][CH2:43][S:40](=[O:42])(=[O:41])[NH:39][C:35]([CH3:38])([CH3:37])[CH3:36])=[CH:10][CH:11]=2)[N:6]([CH2:14][C:15]([N:17]2[CH2:21][C@H:20]([F:22])[CH2:19][C@H:18]2[C:23]([NH:25][CH2:26][C:27]2[CH:32]=[CH:31][CH:30]=[C:29]([Cl:33])[C:28]=2[F:34])=[O:24])=[O:16])[CH:5]=1)(=[O:3])[CH3:2]. The catalyst class is: 3. (3) Reactant: [OH-].[Na+].[Br:3][C:4]1[CH:5]=[C:6]([C:18]([O:20]C)=O)[C:7]2[CH:8]=[N:9][N:10]([CH:13]3[CH2:17][CH2:16][CH2:15][CH2:14]3)[C:11]=2[CH:12]=1.[NH2:22][CH2:23][C:24]1[C:25](=[O:32])[NH:26][C:27]([CH3:31])=[CH:28][C:29]=1[CH3:30].C1CN([P+](ON2N=NC3C=CC=CC2=3)(N2CCCC2)N2CCCC2)CC1.F[P-](F)(F)(F)(F)F. Product: [Br:3][C:4]1[CH:5]=[C:6]([C:18]([NH:22][CH2:23][C:24]2[C:25](=[O:32])[NH:26][C:27]([CH3:31])=[CH:28][C:29]=2[CH3:30])=[O:20])[C:7]2[CH:8]=[N:9][N:10]([CH:13]3[CH2:14][CH2:15][CH2:16][CH2:17]3)[C:11]=2[CH:12]=1. The catalyst class is: 593.